The task is: Predict the reactants needed to synthesize the given product.. This data is from Full USPTO retrosynthesis dataset with 1.9M reactions from patents (1976-2016). (1) Given the product [CH3:2][S:3]([C:6]1[CH:7]=[C:8]([OH:19])[CH:9]=[CH:10][CH:11]=1)(=[O:5])=[O:4], predict the reactants needed to synthesize it. The reactants are: Cl.[CH3:2][S:3]([C:6]1[CH:11]=[CH:10][CH:9]=[C:8](N)[CH:7]=1)(=[O:5])=[O:4].[OH-].[Na+].C(Cl)Cl.N([O-])=[O:19].[Na+]. (2) The reactants are: [Cl:1][C:2]1[N:7]=[C:6](Cl)[C:5]([CH:9]=O)=[C:4]([Cl:11])[N:3]=1.Cl.[CH2:13]([N:20]1[CH2:25][CH2:24][CH:23]([NH:26][NH2:27])[CH2:22][CH2:21]1)[C:14]1[CH:19]=[CH:18][CH:17]=[CH:16][CH:15]=1.C(N(CC)CC)C. Given the product [ClH:1].[CH2:13]([N:20]1[CH2:21][CH2:22][CH:23]([N:26]2[C:6]3=[N:7][C:2]([Cl:1])=[N:3][C:4]([Cl:11])=[C:5]3[CH:9]=[N:27]2)[CH2:24][CH2:25]1)[C:14]1[CH:15]=[CH:16][CH:17]=[CH:18][CH:19]=1, predict the reactants needed to synthesize it. (3) Given the product [Br:16][CH2:17][CH2:18][N:1]1[CH:5]=[C:4]([C:6]([O:8][CH2:9][CH3:10])=[O:7])[CH:3]=[C:2]1[C:11]([O:13][CH2:14][CH3:15])=[O:12], predict the reactants needed to synthesize it. The reactants are: [NH:1]1[CH:5]=[C:4]([C:6]([O:8][CH2:9][CH3:10])=[O:7])[CH:3]=[C:2]1[C:11]([O:13][CH2:14][CH3:15])=[O:12].[Br:16][CH2:17][CH2:18]Br.C([O-])([O-])=O.[K+].[K+]. (4) Given the product [CH:1]1([NH:4][C:5]([C:7]2[CH:12]=[C:11]([C:13]3[C:14]([C:27]([NH:73][CH2:72][CH2:71][CH2:70][CH2:69][C:63]4[CH:68]=[CH:67][CH:66]=[CH:65][CH:64]=4)=[O:29])=[CH:15][C:16]([C:19]([NH:21][CH2:22][C:23]([CH3:26])([CH3:24])[CH3:25])=[O:20])=[CH:17][CH:18]=3)[C:10]([CH3:30])=[C:9]([F:31])[CH:8]=2)=[O:6])[CH2:3][CH2:2]1, predict the reactants needed to synthesize it. The reactants are: [CH:1]1([NH:4][C:5]([C:7]2[CH:8]=[C:9]([F:31])[C:10]([CH3:30])=[C:11]([C:13]3[C:14]([C:27]([OH:29])=O)=[CH:15][C:16]([C:19]([NH:21][CH2:22][C:23]([CH3:26])([CH3:25])[CH3:24])=[O:20])=[CH:17][CH:18]=3)[CH:12]=2)=[O:6])[CH2:3][CH2:2]1.CN(C(ON1N=NC2C=CC=CC1=2)=[N+](C)C)C.F[P-](F)(F)(F)(F)F.CCN(CC)CC.[C:63]1([CH2:69][CH2:70][CH2:71][CH2:72][NH2:73])[CH:68]=[CH:67][CH:66]=[CH:65][CH:64]=1. (5) Given the product [C:15]([N:5]1[CH2:6][C@H:2]([OH:1])[CH2:3][C@H:4]1[C:7]([OH:9])=[O:8])([O:14][C:10]([CH3:13])([CH3:12])[CH3:11])=[O:16], predict the reactants needed to synthesize it. The reactants are: [OH:1][C@H:2]1[CH2:6][NH:5][C@H:4]([C:7]([OH:9])=[O:8])[CH2:3]1.[C:10]([O:14][C:15](O[C:15]([O:14][C:10]([CH3:13])([CH3:12])[CH3:11])=[O:16])=[O:16])([CH3:13])([CH3:12])[CH3:11]. (6) Given the product [CH2:1]([O:8][C:9]1[CH:10]=[C:11]([C:15]([C:17]2[CH:18]=[C:19]([O:25][CH3:26])[CH:20]=[C:21]([O:23][CH3:24])[CH:22]=2)=[O:16])[CH:12]=[CH:13][CH:14]=1)[C:2]1[CH:3]=[CH:4][CH:5]=[CH:6][CH:7]=1, predict the reactants needed to synthesize it. The reactants are: [CH2:1]([O:8][C:9]1[CH:10]=[C:11]([CH:15]([C:17]2[CH:22]=[C:21]([O:23][CH3:24])[CH:20]=[C:19]([O:25][CH3:26])[CH:18]=2)[OH:16])[CH:12]=[CH:13][CH:14]=1)[C:2]1[CH:7]=[CH:6][CH:5]=[CH:4][CH:3]=1.